Task: Predict the reaction yield, written as a fraction of the theoretical maximum amount of product (1.0 means a 100% yield; for example, 0.34 means a 34% yield).. Dataset: Reaction yield outcomes from USPTO patents with 853,638 reactions (1) The reactants are Br[C:2]1[CH:3]=[C:4]([C:8]2[CH:17]=[N:16][C:15]3[C:10](=[C:11]4[CH:25]=[CH:24][CH:23]=[CH:22][C:12]4=[C:13]4[CH:21]=[CH:20][CH:19]=[CH:18][C:14]4=3)[N:9]=2)[CH:5]=[CH:6][CH:7]=1.[B:35]1([B:35]2[O:39][C:38]([CH3:41])([CH3:40])[C:37]([CH3:43])([CH3:42])[O:36]2)[O:39][C:38]([CH3:41])([CH3:40])[C:37]([CH3:43])([CH3:42])[O:36]1.O1CCOCC1.C([O-])(=O)C.[K+]. The catalyst is C1(C)C=CC=CC=1.C1C=CC(P(C2C=CC=CC=2)[C-]2C=CC=C2)=CC=1.C1C=CC(P(C2C=CC=CC=2)[C-]2C=CC=C2)=CC=1.Cl[Pd]Cl.[Fe+2].O. The product is [N:9]1[C:10]2[C:15](=[C:14]3[CH:18]=[CH:19][CH:20]=[CH:21][C:13]3=[C:12]3[CH:22]=[CH:23][CH:24]=[CH:25][C:11]3=2)[N:16]=[CH:17][C:8]=1[C:4]1[CH:3]=[C:2]([B:35]2[O:36][C:37]([CH3:42])([CH3:43])[C:38]([CH3:40])([CH3:41])[O:39]2)[CH:7]=[CH:6][CH:5]=1. The yield is 0.420. (2) The reactants are [CH3:1][C:2]1[O:6][N:5]=[C:4]([C:7]2[CH:12]=[CH:11][CH:10]=[CH:9][CH:8]=2)[C:3]=1[CH2:13][O:14][C:15]1[CH:23]=[CH:22][C:18]([C:19]([OH:21])=O)=[CH:17][N:16]=1.F[B-](F)(F)F.N1(OC(N(C)C)=[N+](C)C)C2C=CC=CC=2N=N1.C(N(CC)C(C)C)(C)C.[F:55][C:56]([F:60])([F:59])[CH2:57][NH2:58]. The catalyst is CN(C=O)C. The product is [CH3:1][C:2]1[O:6][N:5]=[C:4]([C:7]2[CH:8]=[CH:9][CH:10]=[CH:11][CH:12]=2)[C:3]=1[CH2:13][O:14][C:15]1[CH:23]=[CH:22][C:18]([C:19]([NH:58][CH2:57][C:56]([F:60])([F:59])[F:55])=[O:21])=[CH:17][N:16]=1. The yield is 0.840. (3) The reactants are [Cl:1][C:2]1[CH:7]=[CH:6][C:5]([NH:8][C:9]([CH:11]2[CH2:15][C:14](=[CH2:16])[CH2:13][CH:12]2[NH2:17])=[O:10])=[CH:4][CH:3]=1.[F:18][C:19]1[CH:27]=[C:26]([N:28]2[CH:33]=[CH:32][CH:31]=[CH:30][C:29]2=[O:34])[CH:25]=[CH:24][C:20]=1[C:21](O)=[O:22]. No catalyst specified. The product is [Cl:1][C:2]1[CH:7]=[CH:6][C:5]([NH:8][C:9]([CH:11]2[CH2:15][C:14](=[CH2:16])[CH2:13][CH:12]2[NH:17][C:21](=[O:22])[C:20]2[CH:24]=[CH:25][C:26]([N:28]3[CH:33]=[CH:32][CH:31]=[CH:30][C:29]3=[O:34])=[CH:27][C:19]=2[F:18])=[O:10])=[CH:4][CH:3]=1. The yield is 0.690.